From a dataset of Retrosynthesis with 50K atom-mapped reactions and 10 reaction types from USPTO. Predict the reactants needed to synthesize the given product. The reactants are: NCCOc1c(Cl)cc(OCC=C(Cl)Cl)cc1Cl.O=C(O)C=Cc1ccc(C(F)(F)F)cc1. Given the product O=C(C=Cc1ccc(C(F)(F)F)cc1)NCCOc1c(Cl)cc(OCC=C(Cl)Cl)cc1Cl, predict the reactants needed to synthesize it.